Dataset: Catalyst prediction with 721,799 reactions and 888 catalyst types from USPTO. Task: Predict which catalyst facilitates the given reaction. Reactant: [C:1]1([CH2:7][CH2:8][CH2:9][CH2:10][CH2:11][CH2:12][CH2:13][CH2:14][CH2:15][CH2:16][CH2:17][CH2:18][CH2:19][CH2:20]CCCC)[CH:6]=[CH:5][CH:4]=[CH:3][CH:2]=1.[Cl:25][S:26](O)(=[O:28])=[O:27]. Product: [CH2:7]([C:1]1[CH:6]=[CH:5][C:4]([S:26]([Cl:25])(=[O:28])=[O:27])=[CH:3][CH:2]=1)[CH2:8][CH2:9][CH2:10][CH2:11][CH2:12][CH2:13][CH2:14][CH2:15][CH2:16][CH2:17][CH2:18][CH2:19][CH3:20]. The catalyst class is: 22.